From a dataset of Peptide-MHC class I binding affinity with 185,985 pairs from IEDB/IMGT. Regression. Given a peptide amino acid sequence and an MHC pseudo amino acid sequence, predict their binding affinity value. This is MHC class I binding data. (1) The peptide sequence is DTASALYREA. The MHC is Patr-A0301 with pseudo-sequence Patr-A0301. The binding affinity (normalized) is 0. (2) The peptide sequence is ISCQIYNAL. The MHC is HLA-B35:01 with pseudo-sequence HLA-B35:01. The binding affinity (normalized) is 0.526. (3) The peptide sequence is FHVNPAFVL. The MHC is HLA-A31:01 with pseudo-sequence HLA-A31:01. The binding affinity (normalized) is 0.0847.